From a dataset of Full USPTO retrosynthesis dataset with 1.9M reactions from patents (1976-2016). Predict the reactants needed to synthesize the given product. (1) Given the product [CH2:1]([O:8][C@@H:9]([C:10]1[O:11][C:20](=[O:21])[NH:13][N:12]=1)[CH3:14])[C:2]1[CH:7]=[CH:6][CH:5]=[CH:4][CH:3]=1, predict the reactants needed to synthesize it. The reactants are: [CH2:1]([O:8][C@H:9]([CH3:14])[C:10]([NH:12][NH2:13])=[O:11])[C:2]1[CH:7]=[CH:6][CH:5]=[CH:4][CH:3]=1.C1N=CN([C:20](N2C=NC=C2)=[O:21])C=1. (2) Given the product [O:16]=[C:3]1[C:4]2[C:9](=[CH:8][CH:7]=[CH:6][CH:5]=2)[C:10]([C:12]([F:15])([F:13])[F:14])=[N:11][N:2]1[NH:1][C:29](=[O:30])[CH2:28][C:25]1[CH:26]=[CH:27][S:23][CH:24]=1, predict the reactants needed to synthesize it. The reactants are: [NH2:1][N:2]1[N:11]=[C:10]([C:12]([F:15])([F:14])[F:13])[C:9]2[C:4](=[CH:5][CH:6]=[CH:7][CH:8]=2)[C:3]1=[O:16].N1C=CC=CC=1.[S:23]1[CH:27]=[CH:26][C:25]([CH2:28][C:29](Cl)=[O:30])=[CH:24]1. (3) Given the product [Cl:1][C:2]1[N:3]([CH2:37][CH2:38][O:39][C:40]2[CH:45]=[CH:44][C:43]([Cl:46])=[CH:42][CH:41]=2)[C:4]([C:23]([NH:25][CH2:26][C@H:27]2[CH2:28][CH2:29][C@H:30]([C:33]([O:35][CH3:36])=[O:34])[CH2:31][CH2:32]2)=[O:24])=[C:5]([C:7]#[C:8][C:9]([CH3:22])([CH3:21])[CH2:10][OH:11])[N:6]=1, predict the reactants needed to synthesize it. The reactants are: [Cl:1][C:2]1[N:3]([CH2:37][CH2:38][O:39][C:40]2[CH:45]=[CH:44][C:43]([Cl:46])=[CH:42][CH:41]=2)[C:4]([C:23]([NH:25][CH2:26][C@H:27]2[CH2:32][CH2:31][C@H:30]([C:33]([O:35][CH3:36])=[O:34])[CH2:29][CH2:28]2)=[O:24])=[C:5]([C:7]#[C:8][C:9]([CH3:22])([CH3:21])[CH2:10][O:11]CC2C=CC(OC)=CC=2)[N:6]=1.C(O)(C(F)(F)F)=O.C(=O)([O-])O.[Na+].C(Cl)(Cl)Cl. (4) Given the product [C:31]([NH:30][C:28]([C:27]1[C:21]2[C:22](=[N:23][CH:24]=[C:19]([C:8]3[C:9]4[C:14](=[CH:13][CH:12]=[C:11]([O:15][CH:16]([F:18])[F:17])[CH:10]=4)[N:6]([CH2:5][CH:3]4[CH2:4][N:1]([CH3:45])[CH2:2]4)[N:7]=3)[N:20]=2)[N:25]([CH2:35][O:36][CH2:37][CH2:38][Si:39]([CH3:42])([CH3:41])[CH3:40])[CH:26]=1)=[O:29])([CH3:33])([CH3:34])[CH3:32], predict the reactants needed to synthesize it. The reactants are: [NH:1]1[CH2:4][CH:3]([CH2:5][N:6]2[C:14]3[C:9](=[CH:10][C:11]([O:15][CH:16]([F:18])[F:17])=[CH:12][CH:13]=3)[C:8]([C:19]3[N:20]=[C:21]4[C:27]([C:28]([NH:30][C:31]([CH3:34])([CH3:33])[CH3:32])=[O:29])=[CH:26][N:25]([CH2:35][O:36][CH2:37][CH2:38][Si:39]([CH3:42])([CH3:41])[CH3:40])[C:22]4=[N:23][CH:24]=3)=[N:7]2)[CH2:2]1.C=O.[C:45](O[BH-](OC(=O)C)OC(=O)C)(=O)C.[Na+]. (5) Given the product [F:10][C:7]1[CH:8]=[CH:9][C:4]([CH2:3][CH2:2][N:19]2[C:15]3[CH:14]=[C:13]([Cl:12])[CH:18]=[CH:17][C:16]=3[C:24]3[CH2:23][N:22]([CH3:21])[CH2:27][CH2:26][C:25]2=3)=[CH:5][CH:6]=1, predict the reactants needed to synthesize it. The reactants are: Br[CH2:2][CH2:3][C:4]1[CH:9]=[CH:8][C:7]([F:10])=[CH:6][CH:5]=1.Cl.[Cl:12][C:13]1[CH:14]=[C:15]([NH:19]N)[CH:16]=[CH:17][CH:18]=1.[CH3:21][N:22]1[CH2:27][CH2:26][C:25](=O)[CH2:24][CH2:23]1.